From a dataset of Full USPTO retrosynthesis dataset with 1.9M reactions from patents (1976-2016). Predict the reactants needed to synthesize the given product. The reactants are: Cl.[CH3:2][O:3][C@H:4]1[C@@H:9]([NH:10][C:11](=[O:20])[O:12][CH2:13][C:14]2[CH:19]=[CH:18][CH:17]=[CH:16][CH:15]=2)[CH2:8][CH2:7][NH:6][CH2:5]1.Cl[C:22]1[CH:27]=[C:26]([CH3:28])[N:25]=[C:24]([C:29]([O:31][CH2:32]C)=[O:30])[CH:23]=1.C1C=CC(P(C2C(C3C(P(C4C=CC=CC=4)C4C=CC=CC=4)=CC=C4C=3C=CC=C4)=C3C(C=CC=C3)=CC=2)C2C=CC=CC=2)=CC=1.C(=O)([O-])[O-].[Cs+].[Cs+]. Given the product [CH2:13]([O:12][C:11]([NH:10][C@H:9]1[CH2:8][CH2:7][N:6]([C:22]2[CH:27]=[C:26]([CH3:28])[N:25]=[C:24]([C:29]([O:31][CH3:32])=[O:30])[CH:23]=2)[CH2:5][C@H:4]1[O:3][CH3:2])=[O:20])[C:14]1[CH:19]=[CH:18][CH:17]=[CH:16][CH:15]=1, predict the reactants needed to synthesize it.